The task is: Predict the reaction yield, written as a fraction of the theoretical maximum amount of product (1.0 means a 100% yield; for example, 0.34 means a 34% yield).. This data is from Reaction yield outcomes from USPTO patents with 853,638 reactions. (1) The reactants are [CH3:1][O:2][C:3](=[O:31])[C:4]1[CH:9]=[CH:8][C:7]([O:10][CH2:11][C:12]2[C:13]([C:25]3[CH:30]=[CH:29][CH:28]=[CH:27][CH:26]=3)=[N:14][O:15][C:16]=2/[CH:17]=C/C2C=CC=CC=2)=[N:6][CH:5]=1.I([O-])(=O)(=O)=[O:33].[Na+].C(OCC)(=O)C.O. The catalyst is C(O)(C)(C)C.[Cl-].C([N+](CC)(CC)CC)C1C=CC=CC=1.O1CCOCC1.O.[Os](=O)(=O)(=O)=O. The product is [CH3:1][O:2][C:3](=[O:31])[C:4]1[CH:9]=[CH:8][C:7]([O:10][CH2:11][C:12]2[C:13]([C:25]3[CH:30]=[CH:29][CH:28]=[CH:27][CH:26]=3)=[N:14][O:15][C:16]=2[CH:17]=[O:33])=[N:6][CH:5]=1. The yield is 0.510. (2) The reactants are [H-].[H-].[H-].[H-].[Li+].[Al+3].[C:7]([O:11][C:12]([N:14]1[CH2:18][C@@H:17]([N:19]([CH2:32][C:33]2[CH:38]=[C:37]([C:39]([F:42])([F:41])[F:40])[CH:36]=[C:35]([C:43]([F:46])([F:45])[F:44])[CH:34]=2)[C:20]2[N:25]=[CH:24][C:23]([CH2:26][CH2:27][C:28](OC)=[O:29])=[CH:22][N:21]=2)[CH2:16][C@H:15]1[CH2:47][CH3:48])=[O:13])([CH3:10])([CH3:9])[CH3:8]. The catalyst is C(OCC)C. The product is [C:7]([O:11][C:12]([N:14]1[CH2:18][C@@H:17]([N:19]([CH2:32][C:33]2[CH:34]=[C:35]([C:43]([F:46])([F:44])[F:45])[CH:36]=[C:37]([C:39]([F:40])([F:41])[F:42])[CH:38]=2)[C:20]2[N:21]=[CH:22][C:23]([CH2:26][CH2:27][CH2:28][OH:29])=[CH:24][N:25]=2)[CH2:16][C@H:15]1[CH2:47][CH3:48])=[O:13])([CH3:10])([CH3:9])[CH3:8]. The yield is 0.740. (3) The product is [F:31][C:32]1[CH:33]=[C:34]([C:10]2[CH:11]=[C:12]3[C:14]([C:15]([F:26])([F:27])[C:16]4[CH:17]=[C:18]5[C:23](=[CH:24][CH:25]=4)[N:22]=[CH:21][CH:20]=[CH:19]5)=[N:28][O:29][C:42]3=[N:43][CH:9]=2)[CH:35]=[C:36]([F:38])[CH:37]=1. The reactants are C(=O)([O-])[O-].[Cs+].[Cs+].ClC1N=[C:12]([C:14](=[N:28][OH:29])[C:15]([F:27])([F:26])[C:16]2[CH:17]=[C:18]3[C:23](=[CH:24][CH:25]=2)[N:22]=[CH:21][CH:20]=[CH:19]3)[C:11](F)=[CH:10][CH:9]=1.[F:31][C:32]1[CH:33]=[C:34](B(O)O)[CH:35]=[C:36]([F:38])[CH:37]=1.[CH3:42][N:43](C=O)C. The yield is 0.0900. The catalyst is O.C1C=CC(P(C2C=CC=CC=2)[C-]2C=CC=C2)=CC=1.C1C=CC(P(C2C=CC=CC=2)[C-]2C=CC=C2)=CC=1.Cl[Pd]Cl.[Fe+2].C(Cl)Cl. (4) The reactants are [Cl-].O[NH3+:3].[C:4](=[O:7])([O-])[OH:5].[Na+].CS(C)=O.[CH2:13]([C:17]1[N:22]2[N:23]=[CH:24][N:25]=[C:21]2[N:20]([CH:26]2[CH2:31][CH2:30][CH:29]([O:32][CH3:33])[CH2:28][CH2:27]2)[C:19](=[O:34])[C:18]=1[CH2:35][C:36]1[CH:41]=[CH:40][C:39]([C:42]2[C:43]([C:48]#[N:49])=[CH:44][CH:45]=[CH:46][CH:47]=2)=[CH:38][CH:37]=1)[CH2:14][CH2:15][CH3:16]. The catalyst is C(OCC)(=O)C. The product is [CH2:13]([C:17]1[N:22]2[N:23]=[CH:24][N:25]=[C:21]2[N:20]([CH:26]2[CH2:31][CH2:30][CH:29]([O:32][CH3:33])[CH2:28][CH2:27]2)[C:19](=[O:34])[C:18]=1[CH2:35][C:36]1[CH:41]=[CH:40][C:39]([C:42]2[CH:47]=[CH:46][CH:45]=[CH:44][C:43]=2[C:48]2[NH:3][C:4](=[O:7])[O:5][N:49]=2)=[CH:38][CH:37]=1)[CH2:14][CH2:15][CH3:16]. The yield is 0.390.